From a dataset of Reaction yield outcomes from USPTO patents with 853,638 reactions. Predict the reaction yield, written as a fraction of the theoretical maximum amount of product (1.0 means a 100% yield; for example, 0.34 means a 34% yield). (1) The reactants are C(O[C:9]([O:11][C:12]([CH3:15])([CH3:14])[CH3:13])=[O:10])(OC(C)(C)C)=[O:2].[CH2:16]([NH2:28])[CH2:17][CH2:18][CH2:19][CH2:20][CH2:21][CH2:22][CH2:23][CH2:24][CH2:25][CH2:26][NH2:27].C(N(C(C)C)CC)(C)C.ClCCl. The catalyst is CO. The product is [OH-:2].[NH4+:27].[NH2:27][CH2:26][CH2:25][CH2:24][CH2:23][CH2:22][CH2:21][CH2:20][CH2:19][CH2:18][CH2:17][CH2:16][NH:28][C:9](=[O:10])[O:11][C:12]([CH3:13])([CH3:14])[CH3:15]. The yield is 0.100. (2) The reactants are Br[C:2]1[N:3]=[C:4]([CH:7]([O:20][Si:21]([C:24]([CH3:27])([CH3:26])[CH3:25])([CH3:23])[CH3:22])[CH2:8][CH2:9][CH2:10][CH2:11][CH2:12][CH2:13][C:14]2[CH:19]=[CH:18][CH:17]=[CH:16][CH:15]=2)[O:5][CH:6]=1.[CH3:28]I. The catalyst is C1COCC1. The product is [Si:21]([O:20][CH:7]([C:4]1[O:5][CH:6]=[C:2]([CH3:28])[N:3]=1)[CH2:8][CH2:9][CH2:10][CH2:11][CH2:12][CH2:13][C:14]1[CH:19]=[CH:18][CH:17]=[CH:16][CH:15]=1)([C:24]([CH3:27])([CH3:26])[CH3:25])([CH3:23])[CH3:22]. The yield is 0.310. (3) The reactants are [CH3:13][CH:12]([O:11][C:9](/[N:8]=[N:8]/[C:9]([O:11][CH:12]([CH3:14])[CH3:13])=[O:10])=[O:10])[CH3:14].[CH3:15]OC1C=C(C)C(S(Cl)(=O)=O)=C(C)C=1.Cl.N1[CH2:35][CH2:34][CH2:33][CH2:32][CH:31]1[CH2:36][CH2:37][CH2:38][C:39]([O:41][CH3:42])=[O:40].C1C=CC(P(C2C=CC=CC=2)C2C=CC=CC=2)=CC=1. The catalyst is C1COCC1. The product is [C:12]([O:11][C:9]([N:8]1[CH2:35][CH2:34][CH2:33][CH2:32][CH:31]1[CH2:36][CH2:37][CH2:38][C:39]([O:41][CH3:42])=[O:40])=[O:10])([CH3:13])([CH3:14])[CH3:15]. The yield is 0.810.